From a dataset of Reaction yield outcomes from USPTO patents with 853,638 reactions. Predict the reaction yield, written as a fraction of the theoretical maximum amount of product (1.0 means a 100% yield; for example, 0.34 means a 34% yield). (1) The reactants are Br[C:2]1[CH:3]=[C:4]([N:8]2[C:16]3[C:11](=[CH:12][C:13]([C:17]4[CH:21]=[CH:20][N:19]([CH3:22])[N:18]=4)=[CH:14][CH:15]=3)[C:10]([C:23]([NH2:25])=[O:24])=[N:9]2)[CH:5]=[CH:6][CH:7]=1.[C:26]([C@:28]1([OH:35])[CH2:32][CH2:31][N:30]([CH3:33])[C:29]1=[O:34])#[CH:27]. No catalyst specified. The product is [OH:35][C@@:28]1([C:26]#[C:27][C:2]2[CH:3]=[C:4]([N:8]3[C:16]4[C:11](=[CH:12][C:13]([C:17]5[CH:21]=[CH:20][N:19]([CH3:22])[N:18]=5)=[CH:14][CH:15]=4)[C:10]([C:23]([NH2:25])=[O:24])=[N:9]3)[CH:5]=[CH:6][CH:7]=2)[CH2:32][CH2:31][N:30]([CH3:33])[C:29]1=[O:34]. The yield is 0.780. (2) The reactants are [OH-].[Na+].[Br:3][C:4]1[CH:5]=[CH:6][C:7]2[N:8]([CH2:18][CH:19]([OH:24])[C:20]([O:22]C)=[O:21])[C:9]3[C:14]([C:15]=2[CH:16]=1)=[CH:13][C:12]([Br:17])=[CH:11][CH:10]=3. The catalyst is CCO. The product is [Br:17][C:12]1[CH:11]=[CH:10][C:9]2[N:8]([CH2:18][CH:19]([OH:24])[C:20]([OH:22])=[O:21])[C:7]3[C:15]([C:14]=2[CH:13]=1)=[CH:16][C:4]([Br:3])=[CH:5][CH:6]=3. The yield is 0.990. (3) The reactants are [C:1]([C:5]1[CH:9]=[C:8]([NH:10][C:11]([NH:13][C:14]2[CH:19]=[CH:18][C:17]([F:20])=[CH:16][CH:15]=2)=[O:12])[N:7]([C:21]2[CH:22]=[C:23]([CH:29]=[CH:30][CH:31]=2)[C:24](OCC)=[O:25])[N:6]=1)([CH3:4])([CH3:3])[CH3:2].[H-].[H-].[H-].[H-].[Li+].[Al+3]. The catalyst is C1COCC1. The yield is 0.940. The product is [C:1]([C:5]1[CH:9]=[C:8]([NH:10][C:11]([NH:13][C:14]2[CH:19]=[CH:18][C:17]([F:20])=[CH:16][CH:15]=2)=[O:12])[N:7]([C:21]2[CH:31]=[CH:30][CH:29]=[C:23]([CH2:24][OH:25])[CH:22]=2)[N:6]=1)([CH3:4])([CH3:2])[CH3:3]. (4) The reactants are [CH3:1][O:2][C:3](=[O:16])[C:4]([C:7]1[CH:15]=[CH:14][C:10]([C:11]([OH:13])=O)=[CH:9][CH:8]=1)([CH3:6])[CH3:5].[CH3:17][C:18]1[CH:19]=[CH:20][C:21]2[N:22]([CH:24]=[C:25]([NH2:27])[N:26]=2)[CH:23]=1. No catalyst specified. The product is [CH3:6][C:4]([C:7]1[CH:8]=[CH:9][C:10]([C:11](=[O:13])[NH:27][C:25]2[N:26]=[C:21]3[CH:20]=[CH:19][C:18]([CH3:17])=[CH:23][N:22]3[CH:24]=2)=[CH:14][CH:15]=1)([CH3:5])[C:3]([O:2][CH3:1])=[O:16]. The yield is 0.120. (5) The reactants are C1CCCCC=1.[CH3:7][N:8]1[CH2:13][CH2:12][N:11]([C:14]2[CH:26]=[CH:25][C:17]([C:18]([O:20][C:21]([CH3:24])([CH3:23])[CH3:22])=[O:19])=[C:16]([N+:27]([O-])=O)[CH:15]=2)[CH2:10][CH2:9]1. The catalyst is [Pd].C(O)C. The product is [NH2:27][C:16]1[CH:15]=[C:14]([N:11]2[CH2:12][CH2:13][N:8]([CH3:7])[CH2:9][CH2:10]2)[CH:26]=[CH:25][C:17]=1[C:18]([O:20][C:21]([CH3:24])([CH3:23])[CH3:22])=[O:19]. The yield is 0.960. (6) The reactants are [CH3:1][N:2]1[CH:6]=[CH:5][CH:4]=[N:3]1.[Li]CCCC.[CH:12]([O:15][B:16]1[O:20][C:19](C)(C)[C:18]([CH3:24])([CH3:23])O1)(C)C. The catalyst is C1COCC1.[NH4+].[Cl-]. The product is [CH3:24][C:18]1([CH3:23])[CH2:12][O:15][B:16]([C:6]2[N:2]([CH3:1])[N:3]=[CH:4][CH:5]=2)[O:20][CH2:19]1. The yield is 0.770. (7) The reactants are [F:1][C:2]([CH3:29])([CH3:28])[CH2:3][N:4]1[CH2:9][CH2:8][CH:7]([CH2:10][O:11][C:12]2[N:17]=[CH:16][C:15]([C:18]3[CH:27]=[CH:26][C:21]([C:22]([O:24]C)=[O:23])=[CH:20][CH:19]=3)=[CH:14][CH:13]=2)[CH2:6][CH2:5]1.CO.O.[Li+].[OH-]. The catalyst is C1COCC1. The product is [F:1][C:2]([CH3:29])([CH3:28])[CH2:3][N:4]1[CH2:9][CH2:8][CH:7]([CH2:10][O:11][C:12]2[N:17]=[CH:16][C:15]([C:18]3[CH:19]=[CH:20][C:21]([C:22]([OH:24])=[O:23])=[CH:26][CH:27]=3)=[CH:14][CH:13]=2)[CH2:6][CH2:5]1. The yield is 0.540.